Dataset: Experimentally validated miRNA-target interactions with 360,000+ pairs, plus equal number of negative samples. Task: Binary Classification. Given a miRNA mature sequence and a target amino acid sequence, predict their likelihood of interaction. (1) The protein sequence of the target gene is MNSLEQAEDLKAFERRLTEYIHCLQPATGRWRMLLIVVSVCTATGAWNWLIDPETQKVSFFTSLWNHPFFTISCITLIGLFFAGIHKRVVAPSIIAARCRTVLAEYNMSCDDTGKLILKPRPHVQ. The miRNA is hsa-miR-215-5p with sequence AUGACCUAUGAAUUGACAGAC. Result: 1 (interaction). (2) The miRNA is hsa-miR-8070 with sequence AUGUGAUUGACGGCUGACUCCA. The protein sequence of the target gene is MELEGQWWRGQLAADIHQALRYKELKLPSYKGQSPQLSLRRYFADLIAIVSNRFTLCPSARHLAVYLLDLFMDRYDISIQQLHLVALSCLLLASKFEEKEDSVPKLEQLNSLGCMTNMNLVLTKQNLLHMELLLLETFQWNLCLPTAAHFIEYYLSEAVHETDLHDGWPMICLEKTKLYMAKYADYFLEVSLQVAAACVASSRIILRLSPTWPTRLHRLTAYSWDFLVQCIERLLIAHDNDVKEANKQRGQAGPQSAQLSVFQTASQPSRPVHFQQPQYLHQTHQTSLQYRHPTSEQPSC.... Result: 0 (no interaction). (3) The miRNA is bta-miR-155 with sequence UUAAUGCUAAUCGUGAUAGGGGU. The protein sequence of the target gene is MLKAKILFVGPCESGKTVLANFLTESSDITEYSPTQGVRILEFENPHVTSNNKGTGCEFELWDCGGDAKFESCWPALMKDAHGVVIVFNADIPSHRKEMEMWYSCFVQQPSLQDTQCMLIAHHKPGSGDDKGSLSLSPPLNKLKLVHSNLEDDPEEIRMEFIKYLKSIINSMSESRDREEMSIMT. Result: 0 (no interaction). (4) The miRNA is hsa-miR-4481 with sequence GGAGUGGGCUGGUGGUU. The protein sequence of the target gene is MPGRAEAGEAEEEAGAGSGSEAEEDALWERIEGVRHRLARALNPAKLTPYLRQCRVIDEQDEEEVLSTYRFPCRVNRTGRLMDILRCRGKRGYEAFLEALEFYYPEHFTLLTGQEPAQRCSMILDEEGPEGLTQFLMTEVRRLREARKSQLQREQQLQARGRVLEEERAGLEQRLRDQQQAQERCQRLREDWEAGSLELLRLKDENYMIAMRLAQLSEEKNSAVLRSRDLQLAVDQLKLKVSRLEEECALLRRARGPPPGAEEKEKEKEKEKEPDNVDLVSELRAENQRLTASLRELQEG.... Result: 1 (interaction).